Dataset: B-cell epitopes from IEDB database with 3,159 antigens for binding position prediction. Task: Token-level Classification. Given an antigen amino acid sequence, predict which amino acid positions are active epitope sites capable of antibody binding. Output is a list of indices for active positions. (1) Given the antigen sequence: MACRQRGGSWSPSGWFNAGWSTYRSISLFFALVTSGNSIDVSQLVNPAFPGTVTCDEREITVEFPSSPGTKKWHASVVDPLGLDMPNCTYILDPEKLTLRATYDNCTRRVHGGHQMTIRVMNNSAALRHGAVMYQFFCPAMQVEETQGLSASTICQKDFMSFSLPRVFSGLADDSKGTKVQMGWSIEVGDGARAKTLTLPEAMKEGFSLLIDNHRMTFHVPFNATGVTHYVQGNSHLYMVSLKLTFISPGQKVIFSSQAICAPDPVTCNATHMTLTIPEFPGKLKSVSFENQNIDVSQLHDNGIDLEATNGMKLHFSKTLLKTKLSEKCLLHQFYLASLKLTFLLRPETVSMVIYPECLCESPVSIVTGELCTQDGFMDVEVYSYQTQPALDLGTLRVGNSSCQPVFEAQSQGLVRFHIPLNGCGTRYKFEDDKVVYENEIHALWTDFPPSKISRDSEFRMTVKCSYSRNDMLLNINVESLTPPVASVKLGPFTLILQSY..., which amino acid positions are active epitope sites? The epitope positions are: [498, 499, 500, 501, 502, 503, 504, 505, 506, 507, 508, 509, 510]. The amino acids at these positions are: SYPDNSYQQPYGE. (2) Given the antigen sequence: MATPSMLPQWAYMHIAGQDASEYLSPGLVQFARATDTYFNLGNKFRNPTVAPTHDVTTDRSQRLMLRFVPVDREDNTYSYKVRYTLAVGDNRVLDMASTFFDIRGVLDRGPSFKPYSGTAYNSLAPKGAPNTSQWIAEGVKNTTGEERVTEEENNTTTYTFGNAPVKAEAEITKEGLPIGLKVSDEESKPIYADKTYQPEPQLGDETWTDLDGKTEKYGGRALKPDTKMKPCYGSFAKPTTVKGGQAKPKTTEQPNQKVEYDIDMEFFDAASQKTNLSPKIVMYAENVNLETPDTHVVYKPESEDTSSEANLGQQSMPNRPNYIGFRDNFIGLMYYNSTGNMGVLAGQASQLNAVVDLQDRNTELSYQLLLDSLGDRTRYFSMWNQAVDSYDPDVRVIENHGVEDELPNYCFPLNGIGVPTTSYKSIVSNGDNAPNWKEPEVNGTSEIRQGNLSAMEINLQANLWRSFLYSNVALYLPDSYKYTPSNVTLPENKNTYDYM..., which amino acid positions are active epitope sites? The epitope positions are: [137, 138, 139, 140, 141, 142, 143, 144, 145, 146, 147, 148]. The amino acids at these positions are: EGVKNTTGEERV. (3) Given the antigen sequence: MRALAVLSVTLVMACTEAFFPFISRGKELLWGKPEESRVSSVLEESKRLVDTAMYATMQRNLKKRGILSPAQLLSFSKLPEPTSGVIARAAEIMETSIQAMKRKVNLKTQQSQHPTDALSEDLLSIIANMSGCLPYMLPPKCPNTCLANKYRPITGACNNRDHPRWGASNTALARWLPPVYEDGFSQPRGWNPGFLYNGFPLPPVREVTRHVIQVSNEVVTDDDRYSDLLMAWGQYIDHDIAFTPQSTSKAAFGGGADCQMTCENQNPCFPIQLPEEARPAAGTACLPFYRSSAACGTGDQGALFGNLSTANPRQQMNGLTSFLDASTVYGSSPALERQLRNWTSAEGLLRVHARLRDSGRAYLPFVPPRAPAACAPEPGIPGETRGPCFLAGDGRASEVPSLTALHTLWLREHNRLAAALKALNAHWSADAVYQEARKVVGALHQIITLRDYIPRILGPEAFQQYVGPYEGYDSTANPTVSNVFSTAAFRFGHATIHPL..., which amino acid positions are active epitope sites? The epitope positions are: [374, 375, 376, 377, 378, 379, 380, 381, 382, 383, 384, 385, 386]. The amino acids at these positions are: CAPEPGIPGETRG. (4) The epitope positions are: [744, 745, 746, 747, 748, 749, 750, 751, 752, 753, 754, 755, 756, 757, 758, 759]. The amino acids at these positions are: LLMPPKYHPKEPYVTR. Given the antigen sequence: MEAGRWLHLEESMEPGGAWGSHLPLLTYHSLLELHRAFAKGVVLLDVAATSLAAVAHVLLDQLIYEGQLKPQHRDDVLRALLLRHKHPSEAESVWTLPAAQLQCSDGEQKDAEQRALLREQRAVEMRELHGAGQSPSRAQLGPQLHQQLPEDTEATLVLVACAAFLEQPLLALVRLAGLVRDAVLAVPLPVRFVLTVLGPRQPAPQLPRDRRAAATVMADRVFRRDAYLCGGRAELLGGLQGFLEASIVLPPQEVPSEQHLHALIPLQRHAVRRRYQHPDTVRTPGGPTAPKDTGDKGQAPQDDDPLLRTRRPFGGLVRDIRRRYPKYLSDIRDALNPQCLAAVIFIYFAAVSPAITFGGLLGEKTRGMMGVSELLLSTSVQCLLFSLLSAQPLLVVGFSGPLLVFEEAFFRFCEDHGLEYIVGRVWIGFWLILLVLLVVACEGSVLVRYLSRYTQEIFSFLISLIFIYETFAKLVTILQAHPLQQSYDTDVSTEPSVPK..., which amino acid positions are active epitope sites? (5) Given the antigen sequence: MDIDPYKEFGATVEVPSFLPSHFFPSVRDLLDTASALYREALESPEHCSPHHTALRQAILCWGKLMTLATWVGVNSEDPASRDLVVSYVNTNMGLKFRQLLWFHISCLTFGRETVIEYLVSFGVWIATPPAYRPPNAPILSTLPETTVVRRRGRSPRRRTPSPRRRRSQSPRRRRSQSRESQC, which amino acid positions are active epitope sites? The epitope positions are: [137, 138, 139, 140, 141, 142, 143, 144]. The amino acids at these positions are: PILSTLPE. (6) The epitope positions are: [417, 418, 419, 420, 421, 422, 423, 424, 425, 426, 427, 428, 429, 430, 431]. The amino acids at these positions are: GEVIKESKQEHKDVM. Given the antigen sequence: MERRRITSAARRSYVSSGEMMVGGLAPGRRLGPGTRLSLARMPPPLPTRVDFSLAGALNAGFKETRASERAEMMELNDRFASYIEKVRFLEQQNKALAAELNQLRAKEPTKLADVYQAELRELRLRLDQLTANSARLEVERDNLAQDLATVRQKLQDETNLRLEAENNLAAYRQEADEATLARLDLERKIESLEEEIRFLRKIHEEEVRELQEQLARQQVHVELDVAKPDLTAALKEIRTQYEAMASSNMHEAEEWYRSKFADLTDAAARNAELLRQAKHEANDYRRQLQSLTCDLESLRGTNESLERQMREQEERHVREAASYQEALARLEEEGQSLKDEMARHLQEYQDLLNVKLALDIEIATYRKLLEGEENRITIPVQTFSNLQIRETSLDTKSVSEGHLKRNIVVKTVEMRDGEVIKESKQEHKDVM, which amino acid positions are active epitope sites?